Dataset: Reaction yield outcomes from USPTO patents with 853,638 reactions. Task: Predict the reaction yield, written as a fraction of the theoretical maximum amount of product (1.0 means a 100% yield; for example, 0.34 means a 34% yield). (1) The reactants are [NH:1]1[CH:5]=[CH:4][CH:3]=[C:2]1[C:6]([O:8][CH3:9])=[O:7].[H-].[Na+].Br.Br[CH2:14][C:15]([C:17]1[CH:18]=[N:19][CH:20]=[CH:21][CH:22]=1)=[O:16].[NH4+].[Cl-]. The catalyst is CN(C=O)C.CCOC(C)=O. The product is [O:16]=[C:15]([C:17]1[CH:18]=[N:19][CH:20]=[CH:21][CH:22]=1)[CH2:14][N:1]1[CH:5]=[CH:4][CH:3]=[C:2]1[C:6]([O:8][CH3:9])=[O:7]. The yield is 0.190. (2) The reactants are [K+].[N:2]1([CH2:8][CH2:9][C:10]([O-:12])=O)[CH2:7][CH2:6][O:5][CH2:4][CH2:3]1.C(OC(=O)CCN1CCOCC1)C.FC(F)(F)C(O)=O.[C:33]1([C:39]2[CH:44]=[C:43]([CH:45]3[CH2:50][CH2:49][NH:48][CH2:47][CH2:46]3)[CH:42]=[CH:41][C:40]=2[NH:51][C:52]([C:54]2[NH:55][CH:56]=[C:57]([C:59]#[N:60])[N:58]=2)=[O:53])[CH2:38][CH2:37][CH2:36][CH2:35][CH:34]=1.CCN=C=NCCCN(C)C.C1C=CC2N(O)N=NC=2C=1.CCN(C(C)C)C(C)C. The catalyst is O.CN(C=O)C. The product is [C:33]1([C:39]2[CH:44]=[C:43]([CH:45]3[CH2:46][CH2:47][N:48]([C:10](=[O:12])[CH2:9][CH2:8][N:2]4[CH2:3][CH2:4][O:5][CH2:6][CH2:7]4)[CH2:49][CH2:50]3)[CH:42]=[CH:41][C:40]=2[NH:51][C:52]([C:54]2[NH:55][CH:56]=[C:57]([C:59]#[N:60])[N:58]=2)=[O:53])[CH2:38][CH2:37][CH2:36][CH2:35][CH:34]=1. The yield is 0.0600. (3) The reactants are [S:1]1([C:12]2[C:7](=[CH:8][CH:9]=[CH:10][CH:11]=2)[C:5](=[O:6])[NH:4]1)(=[O:3])=[O:2].C(O[I:17](C1C=CC=CC=1)OC(=O)C)(=O)C.II. The catalyst is CC#N. The product is [I:17][N:4]1[C:5](=[O:6])[C:7]2[C:12](=[CH:11][CH:10]=[CH:9][CH:8]=2)[S:1]1(=[O:2])=[O:3]. The yield is 0.990.